From a dataset of Reaction yield outcomes from USPTO patents with 853,638 reactions. Predict the reaction yield, written as a fraction of the theoretical maximum amount of product (1.0 means a 100% yield; for example, 0.34 means a 34% yield). (1) The catalyst is CN(C=O)C.O. The yield is 0.590. The reactants are [CH3:1][C:2]([O:5][C:6]([NH:8][C@H:9]1[CH2:18][C:17]2[N:16]=[CH:15][C:14]([NH:19][C:20]3[C:25]([NH:26][CH2:27][C:28]([O:30][CH2:31][CH3:32])=[O:29])=[CH:24][CH:23]=[C:22]([O:33][CH3:34])[N:21]=3)=[CH:13][C:12]=2[CH2:11][C@H:10]1[OH:35])=[O:7])([CH3:4])[CH3:3].[C:36]([Si:40]([CH3:43])([CH3:42])Cl)([CH3:39])([CH3:38])[CH3:37].N1C=CN=C1. The product is [CH3:37][C:36]([Si:40]([CH3:43])([CH3:42])[O:35][C@H:10]1[C@@H:9]([NH:8][C:6]([O:5][C:2]([CH3:3])([CH3:4])[CH3:1])=[O:7])[CH2:18][C:17]2[N:16]=[CH:15][C:14]([NH:19][C:20]3[C:25]([NH:26][CH2:27][C:28]([O:30][CH2:31][CH3:32])=[O:29])=[CH:24][CH:23]=[C:22]([O:33][CH3:34])[N:21]=3)=[CH:13][C:12]=2[CH2:11]1)([CH3:39])[CH3:38]. (2) The reactants are [N+:1](=[CH2:3])=[N-:2].[C:4]([O:12][CH3:13])(=[O:11])[C:5]#[C:6][C:7]([O:9][CH3:10])=[O:8]. The catalyst is CCOCC. The product is [NH:1]1[CH:3]=[C:6]([C:7]([O:9][CH3:10])=[O:8])[C:5]([C:4]([O:12][CH3:13])=[O:11])=[N:2]1. The yield is 0.440. (3) The product is [C:36]([C:10]1[CH:11]=[C:12]2[C:17](=[CH:18][C:9]=1[OH:8])[N:16]=[CH:15][CH:14]=[C:13]2[O:19][C:20]1[CH:25]=[CH:24][C:23]([NH:26][C:27]([NH:29][C:30]2[S:31][CH:32]=[CH:33][N:34]=2)=[O:28])=[C:22]([F:35])[CH:21]=1)#[N:37]. The yield is 0.800. The reactants are C([O:8][C:9]1[CH:18]=[C:17]2[C:12]([C:13]([O:19][C:20]3[CH:25]=[CH:24][C:23]([NH:26][C:27]([NH:29][C:30]4[S:31][CH:32]=[CH:33][N:34]=4)=[O:28])=[C:22]([F:35])[CH:21]=3)=[CH:14][CH:15]=[N:16]2)=[CH:11][C:10]=1[C:36]#[N:37])C1C=CC=CC=1.C1(SC)C=CC=CC=1. The catalyst is C(O)(C(F)(F)F)=O. (4) The reactants are [CH2:1]([O:8][C:9]([NH:11][C@@H:12]([CH2:37][OH:38])[C:13]([N:15]1[CH2:19][CH2:18][CH2:17][C@H:16]1[C:20]([N:22]1[CH2:26][CH2:25][CH2:24][C@H:23]1[C:27]([NH:29][C@@H:30]([CH2:35][OH:36])[C:31]([O:33]C)=O)=[O:28])=[O:21])=[O:14])=[O:10])[C:2]1[CH:7]=[CH:6][CH:5]=[CH:4][CH:3]=1.CO.[NH3:41]. The catalyst is CO. The product is [CH2:1]([O:8][C:9](=[O:10])[NH:11][C@@H:12]([CH2:37][OH:38])[C:13]([N:15]1[CH2:19][CH2:18][CH2:17][C@H:16]1[C:20]([N:22]1[CH2:26][CH2:25][CH2:24][C@H:23]1[C:27](=[O:28])[NH:29][C@@H:30]([CH2:35][OH:36])[C:31]([NH2:41])=[O:33])=[O:21])=[O:14])[C:2]1[CH:3]=[CH:4][CH:5]=[CH:6][CH:7]=1. The yield is 0.550. (5) The catalyst is CN(C=O)C. The yield is 0.649. The reactants are [O:1]=[C:2]1[NH:7][C:6]2[CH:8]=[C:9]([CH2:12][N:13]3[CH2:18][CH2:17][N:16]([C:19]4[CH:27]=[CH:26][C:22]([C:23](O)=[O:24])=[CH:21][N:20]=4)[CH2:15][CH2:14]3)[CH:10]=[N:11][C:5]=2[N:4]2[CH2:28][CH2:29][CH2:30][C@@H:3]12.[CH3:31][CH:32]([NH2:34])[CH3:33].CCN(C(C)C)C(C)C.CN(C(ON1N=NC2C=CC=NC1=2)=[N+](C)C)C.F[P-](F)(F)(F)(F)F. The product is [CH:32]([NH:34][C:23](=[O:24])[C:22]1[CH:26]=[CH:27][C:19]([N:16]2[CH2:15][CH2:14][N:13]([CH2:12][C:9]3[CH:10]=[N:11][C:5]4[N:4]5[CH2:28][CH2:29][CH2:30][C@H:3]5[C:2](=[O:1])[NH:7][C:6]=4[CH:8]=3)[CH2:18][CH2:17]2)=[N:20][CH:21]=1)([CH3:33])[CH3:31]. (6) The reactants are [C:1]([C:3]1[C:22]([N+:23]([O-])=O)=[CH:21][CH:20]=[CH:19][C:4]=1[O:5][CH2:6][C:7]([NH:10][C:11](=[O:18])[C:12]1[CH:17]=[CH:16][N:15]=[CH:14][CH:13]=1)([CH3:9])[CH3:8])#[N:2].C(O)(=O)C. The product is [NH2:23][C:22]1[C:3]([C:1]#[N:2])=[C:4]([CH:19]=[CH:20][CH:21]=1)[O:5][CH2:6][C:7]([NH:10][C:11](=[O:18])[C:12]1[CH:13]=[CH:14][N:15]=[CH:16][CH:17]=1)([CH3:9])[CH3:8]. The yield is 0.700. The catalyst is [Fe].C1COCC1. (7) The reactants are [CH2:1]([N:3]1[C:7]([C:8]2[CH:9]=[N:10][CH:11]=[CH:12][CH:13]=2)=[N:6][N:5]=[C:4]1[S:14][CH2:15][C:16]([NH:18][C:19]1[CH:24]=[CH:23][C:22]([CH:25]([CH3:27])[CH3:26])=[CH:21][CH:20]=1)=[O:17])[CH3:2].[OH2:28].[OH:29]OS([O-])=O.[K+]. The catalyst is CO. The product is [CH2:1]([N:3]1[C:7]([C:8]2[CH:9]=[N:10][CH:11]=[CH:12][CH:13]=2)=[N:6][N:5]=[C:4]1[S:14]([CH2:15][C:16]([NH:18][C:19]1[CH:24]=[CH:23][C:22]([CH:25]([CH3:26])[CH3:27])=[CH:21][CH:20]=1)=[O:17])(=[O:29])=[O:28])[CH3:2]. The yield is 0.420. (8) The yield is 0.880. The product is [CH3:1][O:2][C:3](=[O:13])[C:4]1[CH:9]=[C:8]([CH:10]2[O:17][CH2:16][CH2:15][CH2:14][O:11]2)[N:7]=[C:6]([Cl:12])[CH:5]=1. The catalyst is C1COCC1. The reactants are [CH3:1][O:2][C:3](=[O:13])[C:4]1[CH:9]=[C:8]([CH:10]=[O:11])[N:7]=[C:6]([Cl:12])[CH:5]=1.[CH2:14](O)[CH2:15][CH2:16][OH:17].